Dataset: Catalyst prediction with 721,799 reactions and 888 catalyst types from USPTO. Task: Predict which catalyst facilitates the given reaction. (1) Reactant: [CH3:1][C:2]1[CH:7]=[CH:6][N:5]=[C:4]2[N:8]([C:14]3[CH:19]=[CH:18][C:17]([OH:20])=[CH:16][CH:15]=3)[C:9]3[N:10]([CH:11]=[CH:12][N:13]=3)[C:3]=12.CC(C)([O-])C.[K+].[CH3:27][O:28][CH2:29][CH2:30][N:31]1[C:35]2=[N:36][CH:37]=[CH:38][CH:39]=[C:34]2[N:33]=[C:32]1S(C)(=O)=O.O. Product: [CH3:27][O:28][CH2:29][CH2:30][N:31]1[C:35]2=[N:36][CH:37]=[CH:38][CH:39]=[C:34]2[N:33]=[C:32]1[O:20][C:17]1[CH:18]=[CH:19][C:14]([N:8]2[C:4]3=[N:5][CH:6]=[CH:7][C:2]([CH3:1])=[C:3]3[N:10]3[CH:11]=[CH:12][N:13]=[C:9]23)=[CH:15][CH:16]=1. The catalyst class is: 44. (2) Reactant: [C:1]1([C:7]2[CH:12]=[C:11]([CH2:13][CH2:14][S:15](=[O:19])(=[O:18])[NH:16][CH3:17])[CH:10]=[CH:9][C:8]=2[NH:20][C:21]([C:23]2[N:24](COCC[Si](C)(C)C)[CH:25]=[C:26]([C:28]#[N:29])[N:27]=2)=[O:22])[CH2:6][CH2:5][CH2:4][CH2:3][CH:2]=1.CO.C(O)(C(F)(F)F)=O. Product: [C:1]1([C:7]2[CH:12]=[C:11]([CH2:13][CH2:14][S:15](=[O:18])(=[O:19])[NH:16][CH3:17])[CH:10]=[CH:9][C:8]=2[NH:20][C:21]([C:23]2[NH:24][CH:25]=[C:26]([C:28]#[N:29])[N:27]=2)=[O:22])[CH2:6][CH2:5][CH2:4][CH2:3][CH:2]=1. The catalyst class is: 2. (3) Reactant: [NH2:1][C:2]1[CH:3]=[C:4]([N:9]2[CH2:14][CH2:13][N:12]([C:15]([C:17]3[CH:22]=[CH:21][CH:20]=[CH:19][CH:18]=3)=[O:16])[CH2:11][CH2:10]2)[CH:5]=[CH:6][C:7]=1[NH2:8].[C:23](O)(=O)[CH3:24].C(=O)C=O. Product: [C:17]1([C:15]([N:12]2[CH2:11][CH2:10][N:9]([C:4]3[CH:3]=[C:2]4[C:7](=[CH:6][CH:5]=3)[N:8]=[CH:24][CH:23]=[N:1]4)[CH2:14][CH2:13]2)=[O:16])[CH:18]=[CH:19][CH:20]=[CH:21][CH:22]=1. The catalyst class is: 10. (4) Reactant: [NH:1]1[CH2:6][CH2:5][CH:4]([NH:7][C:8]([NH:10][C:11]2[CH:16]=[CH:15][C:14]([O:17][C:18]([F:21])([F:20])[F:19])=[CH:13][CH:12]=2)=[O:9])[CH2:3][CH2:2]1.C(N(CC)CC)C.[CH3:29][N:30]([CH3:45])[C:31]1[CH:40]=[CH:39][CH:38]=[C:37]2[C:32]=1[CH:33]=[CH:34][CH:35]=[C:36]2[S:41](Cl)(=[O:43])=[O:42]. Product: [CH3:29][N:30]([CH3:45])[C:31]1[CH:40]=[CH:39][CH:38]=[C:37]2[C:32]=1[CH:33]=[CH:34][CH:35]=[C:36]2[S:41]([N:1]1[CH2:6][CH2:5][CH:4]([NH:7][C:8]([NH:10][C:11]2[CH:16]=[CH:15][C:14]([O:17][C:18]([F:19])([F:20])[F:21])=[CH:13][CH:12]=2)=[O:9])[CH2:3][CH2:2]1)(=[O:43])=[O:42]. The catalyst class is: 2.